Dataset: Catalyst prediction with 721,799 reactions and 888 catalyst types from USPTO. Task: Predict which catalyst facilitates the given reaction. (1) Reactant: [OH:1][CH2:2][CH2:3][CH:4]([NH:14][C:15](=[O:21])[O:16][C:17]([CH3:20])([CH3:19])[CH3:18])[C:5]1[CH:10]=[CH:9][CH:8]=[C:7]([N+:11]([O-:13])=[O:12])[CH:6]=1.[H-].[Na+].I[CH3:25]. Product: [CH3:25][O:1][CH2:2][CH2:3][CH:4]([NH:14][C:15](=[O:21])[O:16][C:17]([CH3:18])([CH3:20])[CH3:19])[C:5]1[CH:10]=[CH:9][CH:8]=[C:7]([N+:11]([O-:13])=[O:12])[CH:6]=1. The catalyst class is: 1. (2) Reactant: [F:1][C:2]([F:24])([F:23])[C:3]1[CH:8]=[CH:7][C:6]([C:9]2[C:10]3[C:15]([CH:16]=[C:17]4[C:22]=2[CH:21]=[CH:20][CH:19]=[CH:18]4)=[CH:14][CH:13]=[CH:12][CH:11]=3)=[CH:5][CH:4]=1.[Br:25]Br.S([O-])([O-])(=O)=S.[Na+].[Na+]. Product: [Br:25][C:16]1[C:17]2[C:22]([C:9]([C:6]3[CH:5]=[CH:4][C:3]([C:2]([F:23])([F:24])[F:1])=[CH:8][CH:7]=3)=[C:10]3[C:15]=1[CH:14]=[CH:13][CH:12]=[CH:11]3)=[CH:21][CH:20]=[CH:19][CH:18]=2. The catalyst class is: 53. (3) Reactant: O1CCCC1.[CH:6]1([O:12][C:13]2[CH:18]=[CH:17][C:16]([CH2:19][C:20](Cl)=[N:21][OH:22])=[CH:15][CH:14]=2)[CH2:11][CH2:10][CH2:9][CH2:8][CH2:7]1.[C:24]([C:26]1[C:27]([NH2:32])=[N:28][CH:29]=[CH:30][CH:31]=1)#[CH:25].C(N(CC)CC)C. Product: [CH:6]1([O:12][C:13]2[CH:18]=[CH:17][C:16]([CH2:19][C:20]3[CH:25]=[C:24]([C:26]4[C:27]([NH2:32])=[N:28][CH:29]=[CH:30][CH:31]=4)[O:22][N:21]=3)=[CH:15][CH:14]=2)[CH2:11][CH2:10][CH2:9][CH2:8][CH2:7]1. The catalyst class is: 6. (4) Reactant: [C:1]12([NH:6][C:7]([C:9]3[CH:10]=[C:11]([C:16]4[C:17]([CH2:36][C:37]([OH:39])=O)=[CH:18][C:19]5[O:23][C:22]([C:24]6[CH:29]=[CH:28][C:27]([F:30])=[CH:26][CH:25]=6)=[C:21]([C:31](=[O:34])[NH:32][CH3:33])[C:20]=5[CH:35]=4)[CH:12]=[CH:13][C:14]=3[F:15])=[O:8])[CH2:5][CH:3]([CH2:4]1)[CH2:2]2.[Cl-].[NH4+].CC[N:44](C(C)C)C(C)C.CN(C(ON1N=NC2C=CC=NC1=2)=[N+](C)C)C.F[P-](F)(F)(F)(F)F. Product: [NH2:44][C:37](=[O:39])[CH2:36][C:17]1[C:16]([C:11]2[CH:12]=[CH:13][C:14]([F:15])=[C:9]([C:7](=[O:8])[NH:6][C:1]34[CH2:5][CH:3]([CH2:2]3)[CH2:4]4)[CH:10]=2)=[CH:35][C:20]2[C:21]([C:31]([NH:32][CH3:33])=[O:34])=[C:22]([C:24]3[CH:29]=[CH:28][C:27]([F:30])=[CH:26][CH:25]=3)[O:23][C:19]=2[CH:18]=1. The catalyst class is: 18. (5) Reactant: C[O:2][C:3](=O)[CH2:4][C:5]1[S:6][C:7]([C:10]2[N:11]=[C:12]([NH:15][C:16](=[O:24])[CH2:17][C:18]3[CH:23]=[CH:22][CH:21]=[CH:20][CH:19]=3)[S:13][CH:14]=2)=[CH:8][CH:9]=1.Cl.[NH2:27][OH:28].C[O-].[Na+].Cl. Product: [OH:28][NH:27][C:3](=[O:2])[CH2:4][C:5]1[S:6][C:7]([C:10]2[N:11]=[C:12]([NH:15][C:16](=[O:24])[CH2:17][C:18]3[CH:23]=[CH:22][CH:21]=[CH:20][CH:19]=3)[S:13][CH:14]=2)=[CH:8][CH:9]=1. The catalyst class is: 5. (6) Reactant: [Br:1][C:2]1[CH:3]=[C:4]([CH2:9]O)[CH:5]=[CH:6][C:7]=1[F:8].[Br:11]B(Br)Br. Product: [Br:1][C:2]1[CH:3]=[C:4]([CH2:9][Br:11])[CH:5]=[CH:6][C:7]=1[F:8]. The catalyst class is: 2.